From a dataset of Forward reaction prediction with 1.9M reactions from USPTO patents (1976-2016). Predict the product of the given reaction. Given the reactants CC(OC(C)(C)C)C(NC(OCC1C2[C:19](=CC=CC=2)[C:18]2[C:13]1=[CH:14][CH:15]=[CH:16][CH:17]=2)=O)C(O)=O.CC(C)N=C=NC(C)C.[C:39]([OH:45])([C:41](F)(F)F)=[O:40].C([SiH](C(C)C)C(C)C)(C)C.[OH2:56].C(OC(=O)C)(=O)C.C(NCC(O)=O)(OCC1C2C(=CC=CC=2)C2C1=CC=CC=2)=O.C1C=C2N=NN(O)C2=CC=1.[OH2:96], predict the reaction product. The product is: [CH:15]1[CH:14]=[C:13]2[C:41]([C:39]([OH:45])([OH:40])[C:19](=[O:96])[C:18]2=[CH:17][CH:16]=1)=[O:56].